From a dataset of Forward reaction prediction with 1.9M reactions from USPTO patents (1976-2016). Predict the product of the given reaction. (1) Given the reactants [CH3:1][N:2]([CH3:10])[C:3](=[O:9])[O:4][C:5]([CH3:8])([CH3:7])[CH3:6].CN(C)CCN(C)C.C([Li])(CC)C.[CH3:24][N:25]([CH2:27][C:28]1[CH:35]=[CH:34][C:31]([CH:32]=[O:33])=[CH:30][CH:29]=1)[CH3:26].[Cl-].[NH4+], predict the reaction product. The product is: [CH3:26][N:25]([CH2:27][C:28]1[CH:35]=[CH:34][C:31]([CH:32]([OH:33])[CH2:1][N:2]([CH3:10])[C:3](=[O:9])[O:4][C:5]([CH3:8])([CH3:7])[CH3:6])=[CH:30][CH:29]=1)[CH3:24]. (2) Given the reactants [CH3:1][O:2][CH2:3][CH:4]1[CH2:8][CH2:7][CH2:6][NH:5]1.CCN(C(C)C)C(C)C.[C:18]([C:20]1[CH:21]=[C:22]([CH3:27])[C:23](F)=[N:24][CH:25]=1)#[N:19], predict the reaction product. The product is: [CH3:1][O:2][CH2:3][CH:4]1[CH2:8][CH2:7][CH2:6][N:5]1[C:25]1[N:24]=[CH:23][C:22]([CH3:27])=[CH:21][C:20]=1[C:18]#[N:19]. (3) Given the reactants [H-].[Na+].[OH:3][C:4]1[CH:21]=[CH:20][C:7]2[CH2:8][CH2:9][N:10]([C:13]([O:15][C:16]([CH3:19])([CH3:18])[CH3:17])=[O:14])[CH2:11][CH2:12][C:6]=2[CH:5]=1.I[C:23]1[CH:28]=[CH:27][CH:26]=[CH:25][CH:24]=1, predict the reaction product. The product is: [C:23]1([O:3][C:4]2[CH:21]=[CH:20][C:7]3[CH2:8][CH2:9][N:10]([C:13]([O:15][C:16]([CH3:18])([CH3:17])[CH3:19])=[O:14])[CH2:11][CH2:12][C:6]=3[CH:5]=2)[CH:28]=[CH:27][CH:26]=[CH:25][CH:24]=1. (4) Given the reactants B(O)O.Br[C:5]1[CH:6]=[CH:7][C:8]([F:13])=[C:9]([CH:12]=1)[CH:10]=[O:11].[S:14]1[CH:18]=[CH:17][C:16](B(O)O)=[CH:15]1, predict the reaction product. The product is: [F:13][C:8]1[CH:7]=[CH:6][C:5]([C:16]2[CH:17]=[CH:18][S:14][CH:15]=2)=[CH:12][C:9]=1[CH:10]=[O:11].